From a dataset of Forward reaction prediction with 1.9M reactions from USPTO patents (1976-2016). Predict the product of the given reaction. (1) The product is: [C:3]([O:7][C:8]([N:10]1[CH2:14][CH2:13][C@H:12]([O:15][CH2:17][C:18]2[C:23]([C:24]3[CH:29]=[C:28]([F:30])[CH:27]=[CH:26][C:25]=3[F:31])=[CH:22][CH:21]=[CH:20][N:19]=2)[CH2:11]1)=[O:9])([CH3:6])([CH3:4])[CH3:5]. Given the reactants [H-].[Na+].[C:3]([O:7][C:8]([N:10]1[CH2:14][CH2:13][C@H:12]([OH:15])[CH2:11]1)=[O:9])([CH3:6])([CH3:5])[CH3:4].Br[CH2:17][C:18]1[C:23]([C:24]2[CH:29]=[C:28]([F:30])[CH:27]=[CH:26][C:25]=2[F:31])=[CH:22][CH:21]=[CH:20][N:19]=1, predict the reaction product. (2) Given the reactants [F:1][C:2]([F:7])([F:6])[C:3]([NH2:5])=[O:4].CC(C)([O-])C.[Na+].BrN1C(C)(C)C(=O)N(Br)C1=O.[F:25][C:26]1[CH:31]=[CH:30][C:29]([C:32]2[N:37]=[CH:36][N:35]=[C:34]([NH:38][C:39]3[CH:44]=[C:43]([CH2:45][S:46][CH3:47])[CH:42]=[CH:41][N:40]=3)[CH:33]=2)=[C:28]([O:48][CH3:49])[CH:27]=1.S([O-])([O-])=O.[Na+].[Na+].[Cl-].[Na+], predict the reaction product. The product is: [F:1][C:2]([F:7])([F:6])[C:3]([N:5]=[S:46]([CH2:45][C:43]1[CH:42]=[CH:41][N:40]=[C:39]([NH:38][C:34]2[CH:33]=[C:32]([C:29]3[CH:30]=[CH:31][C:26]([F:25])=[CH:27][C:28]=3[O:48][CH3:49])[N:37]=[CH:36][N:35]=2)[CH:44]=1)[CH3:47])=[O:4].